This data is from Full USPTO retrosynthesis dataset with 1.9M reactions from patents (1976-2016). The task is: Predict the reactants needed to synthesize the given product. Given the product [CH3:1][O:2][C:3]1[CH:4]=[C:5]([CH:20]=[CH:21][C:22]=1[O:23][CH3:24])[C:6]([N:8]1[C:17]2[C:12](=[CH:13][CH:14]=[CH:15][CH:16]=2)[CH:11]([N:26]2[CH2:27][CH2:28][C:29]3[C:34](=[CH:33][CH:32]=[CH:31][CH:30]=3)[CH2:25]2)[CH2:10][CH:9]1[CH3:19])=[O:7], predict the reactants needed to synthesize it. The reactants are: [CH3:1][O:2][C:3]1[CH:4]=[C:5]([CH:20]=[CH:21][C:22]=1[O:23][CH3:24])[C:6]([N:8]1[C:17]2[C:12](=[CH:13][CH:14]=[CH:15][CH:16]=2)[C@H:11](O)[CH2:10][C@@H:9]1[CH3:19])=[O:7].[CH2:25]1[C:34]2[C:29](=[CH:30][CH:31]=[CH:32][CH:33]=2)[CH2:28][CH2:27][NH:26]1.